Dataset: Forward reaction prediction with 1.9M reactions from USPTO patents (1976-2016). Task: Predict the product of the given reaction. (1) Given the reactants CO[C:3]([CH2:5][C:6]([CH2:8][C:9]([O:11][CH3:12])=[O:10])=[O:7])=[O:4].[CH:13]([O-])([O-])OCC.C(OC(=O)C)(=O)C.[NH3:26], predict the reaction product. The product is: [OH:7][C:6]1[C:8]([C:9]([O:11][CH3:12])=[O:10])=[CH:13][N:26]=[C:3]([OH:4])[CH:5]=1. (2) Given the reactants [CH2:1]1[C:9]2[C:4](=[CH:5][CH:6]=[CH:7][CH:8]=2)[CH:3]=[C:2]1B(O)O.Br[C:14]1[CH:19]=[CH:18][CH:17]=[CH:16][C:15]=1[Cl:20].[OH-].C([N+](CCCC)(CCCC)CCCC)CCC, predict the reaction product. The product is: [Cl:20][C:15]1[CH:16]=[CH:17][CH:18]=[CH:19][C:14]=1[CH:1]1[C:9]2[C:4](=[CH:5][CH:6]=[CH:7][CH:8]=2)[CH:3]=[CH:2]1. (3) Given the reactants [Br:1][C:2]1[CH:3]=[C:4]([CH:8]=[CH:9][CH:10]=1)[C:5]([NH2:7])=S.C1(C)C=CC=CC=1.O.[NH2:19][NH2:20].[CH:21]1[C:34]2[C:33](=O)[C:32](=O)[C:31]3[C:26](=[CH:27][CH:28]=[CH:29][CH:30]=3)[C:25]=2[CH:24]=[CH:23][CH:22]=1, predict the reaction product. The product is: [Br:1][C:2]1[CH:3]=[C:4]([C:5]2[N:19]=[N:20][C:33]3[C:34]4[C:25]([C:26]5[C:31]([C:32]=3[N:7]=2)=[CH:30][CH:29]=[CH:28][CH:27]=5)=[CH:24][CH:23]=[CH:22][CH:21]=4)[CH:8]=[CH:9][CH:10]=1. (4) Given the reactants C(OC(N1CCCCC1[N:14]1[CH:18]=[C:17]([C:19]2[CH:20]=[N:21][C:22]([NH2:35])=[C:23]([C:25]3[S:26][C:27]4[C:33](Br)=[CH:32][CH:31]=[CH:30][C:28]=4[N:29]=3)[CH:24]=2)[CH:16]=[N:15]1)=O)(C)(C)C.[NH:36]1[CH:40]=[C:39](B(O)O)[CH:38]=[N:37]1.C(=O)([O-])[O-].[K+].[K+].[ClH:50], predict the reaction product. The product is: [ClH:50].[ClH:50].[NH:21]1[CH2:22][CH2:23][CH:24]([N:14]2[CH:18]=[C:17]([C:19]3[CH:24]=[C:23]([C:25]4[S:26][C:27]5[C:33]([C:39]6[CH:38]=[N:37][NH:36][CH:40]=6)=[CH:32][CH:31]=[CH:30][C:28]=5[N:29]=4)[C:22]([NH2:35])=[N:21][CH:20]=3)[CH:16]=[N:15]2)[CH2:19][CH2:20]1. (5) Given the reactants ClC(OC(Cl)C)=O.C([N:15]1[CH2:20][CH:19]=[C:18]([C:21]2[CH:26]=[CH:25][CH:24]=[CH:23][CH:22]=2)[CH:17]([CH3:27])[CH2:16]1)C1C=CC=CC=1.C(N(CC)C(C)C)(C)C, predict the reaction product. The product is: [CH3:27][CH:17]1[C:18]([C:21]2[CH:26]=[CH:25][CH:24]=[CH:23][CH:22]=2)=[CH:19][CH2:20][NH:15][CH2:16]1.